Dataset: Reaction yield outcomes from USPTO patents with 853,638 reactions. Task: Predict the reaction yield, written as a fraction of the theoretical maximum amount of product (1.0 means a 100% yield; for example, 0.34 means a 34% yield). (1) The reactants are [CH3:1][O:2][C:3](=[O:29])[C:4]([NH:18]C(OCC1C=CC=CC=1)=O)=[CH:5][C:6]1[CH:7]=[C:8]2[C:12](=[C:13]([CH:15]([CH3:17])[CH3:16])[CH:14]=1)[NH:11][N:10]=[CH:9]2. The catalyst is CO.[Pd]. The product is [CH3:1][O:2][C:3](=[O:29])[CH:4]([NH2:18])[CH2:5][C:6]1[CH:7]=[C:8]2[C:12](=[C:13]([CH:15]([CH3:16])[CH3:17])[CH:14]=1)[NH:11][N:10]=[CH:9]2. The yield is 0.900. (2) The reactants are [C:1]([NH:9][C:10]1[CH:30]=[CH:29][N:13]([C@@H:14]2[O:28][C@H:18]([CH2:19][O:20][Si:21]([C:24]([CH3:27])([CH3:26])[CH3:25])([CH3:23])[CH3:22])[C@@H:16]([OH:17])[CH2:15]2)[C:12](=[O:31])[N:11]=1)(=[O:8])[C:2]1[CH:7]=[CH:6][CH:5]=[CH:4][CH:3]=1.[CH3:32][S:33]([CH3:35])=O.C(OC(=O)C)(=O)C.C([O-])(O)=O.[Na+]. The catalyst is CCOC(C)=O.C(O)(=O)C. The product is [C:1]([NH:9][C:10]1[CH:30]=[CH:29][N:13]([C@@H:14]2[O:28][C@H:18]([CH2:19][O:20][Si:21]([C:24]([CH3:25])([CH3:26])[CH3:27])([CH3:23])[CH3:22])[C@@H:16]([O:17][CH2:32][S:33][CH3:35])[CH2:15]2)[C:12](=[O:31])[N:11]=1)(=[O:8])[C:2]1[CH:3]=[CH:4][CH:5]=[CH:6][CH:7]=1. The yield is 0.730.